From a dataset of Full USPTO retrosynthesis dataset with 1.9M reactions from patents (1976-2016). Predict the reactants needed to synthesize the given product. (1) Given the product [OH:1][CH:2]([C:6]1[CH:7]=[CH:8][C:9]([C:12]2[N:16]=[C:15]([C:17]3[O:21][N:20]=[C:19]([C:22]4[CH:27]=[CH:26][CH:25]=[CH:24][CH:23]=4)[C:18]=3[C:28]([F:31])([F:30])[F:29])[O:14][N:13]=2)=[CH:10][CH:11]=1)[C:3]([NH:63][CH2:58][C:57]1[NH:62][C:61]([CH3:60])=[N:64][N:56]=1)=[O:4], predict the reactants needed to synthesize it. The reactants are: [OH:1][CH:2]([C:6]1[CH:11]=[CH:10][C:9]([C:12]2[N:16]=[C:15]([C:17]3[O:21][N:20]=[C:19]([C:22]4[CH:27]=[CH:26][CH:25]=[CH:24][CH:23]=4)[C:18]=3[C:28]([F:31])([F:30])[F:29])[O:14][N:13]=2)=[CH:8][CH:7]=1)[C:3](O)=[O:4].Cl.CN(C1NC=NN=1)C.CN1CCOCC1.CN(C(O[N:56]1[N:64]=[N:63][C:58]2C=[CH:60][CH:61]=[N:62][C:57]1=2)=[N+](C)C)C.F[P-](F)(F)(F)(F)F. (2) Given the product [CH2:1]([NH:3][C:4]([NH:5][C:6]1[S:7][C:8]2[C:14]([C:15]3[CH:20]=[CH:19][CH:18]=[CH:17][N:16]=3)=[CH:13][C:12]([C:21]3[CH:30]=[N:29][C:28]4[NH:27][C:26](=[O:31])[C:25]([CH3:37])([C:32]([OH:34])=[O:33])[O:24][C:23]=4[CH:22]=3)=[CH:11][C:9]=2[N:10]=1)=[O:38])[CH3:2], predict the reactants needed to synthesize it. The reactants are: [CH2:1]([NH:3][C:4](=[O:38])[NH:5][C:6]1[S:7][C:8]2[C:14]([C:15]3[CH:20]=[CH:19][CH:18]=[CH:17][N:16]=3)=[CH:13][C:12]([C:21]3[CH:30]=[N:29][C:28]4[NH:27][C:26](=[O:31])[C:25]([CH3:37])([C:32]([O:34]CC)=[O:33])[O:24][C:23]=4[CH:22]=3)=[CH:11][C:9]=2[N:10]=1)[CH3:2].[Li+].[OH-]. (3) Given the product [CH2:30]([C:11]1[N:10]=[C:9]([CH3:34])[N:8]([C:4]2[CH:5]=[CH:6][CH:7]=[C:2]([CH:35]3[CH2:37][CH2:36]3)[CH:3]=2)[C:13](=[O:14])[C:12]=1[CH2:15][C:16]1[CH:21]=[CH:20][C:19]([C:22]2[C:23]([C:28]#[N:29])=[CH:24][CH:25]=[CH:26][CH:27]=2)=[CH:18][CH:17]=1)[CH2:31][CH2:32][CH3:33], predict the reactants needed to synthesize it. The reactants are: Br[C:2]1[CH:3]=[C:4]([N:8]2[C:13](=[O:14])[C:12]([CH2:15][C:16]3[CH:21]=[CH:20][C:19]([C:22]4[C:23]([C:28]#[N:29])=[CH:24][CH:25]=[CH:26][CH:27]=4)=[CH:18][CH:17]=3)=[C:11]([CH2:30][CH2:31][CH2:32][CH3:33])[N:10]=[C:9]2[CH3:34])[CH:5]=[CH:6][CH:7]=1.[CH:35]1(B(O)O)[CH2:37][CH2:36]1.C1(P(C2CCCCC2)C2CCCCC2)CCCCC1.P([O-])([O-])([O-])=O.[K+].[K+].[K+]. (4) Given the product [N+:8]([C:7]1[CH:6]=[CH:5][N+:4]([O-:11])=[CH:3][C:2]=1[N:19]1[CH2:20][CH2:21][N:16]([CH:14]2[CH2:15][O:12][CH2:13]2)[CH2:17][CH2:18]1)([O-:10])=[O:9], predict the reactants needed to synthesize it. The reactants are: Br[C:2]1[CH:3]=[N+:4]([O-:11])[CH:5]=[CH:6][C:7]=1[N+:8]([O-:10])=[O:9].[O:12]1[CH2:15][CH:14]([N:16]2[CH2:21][CH2:20][NH:19][CH2:18][CH2:17]2)[CH2:13]1. (5) Given the product [Br:1][C:2]1[CH:3]=[C:4]([N+:14]([O-:16])=[O:15])[C:5]([N:8]([CH2:9][CH2:10][CH2:11][O:12][CH3:13])[CH3:20])=[N:6][CH:7]=1, predict the reactants needed to synthesize it. The reactants are: [Br:1][C:2]1[CH:3]=[C:4]([N+:14]([O-:16])=[O:15])[C:5]([NH:8][CH2:9][CH2:10][CH2:11][O:12][CH3:13])=[N:6][CH:7]=1.[H-].[Na+].I[CH3:20].